From a dataset of Reaction yield outcomes from USPTO patents with 853,638 reactions. Predict the reaction yield, written as a fraction of the theoretical maximum amount of product (1.0 means a 100% yield; for example, 0.34 means a 34% yield). The reactants are [N:1]([O-])=O.[Na+].[Br:5][C:6]1[C:12]([F:13])=[CH:11][C:9]([NH2:10])=[C:8]([F:14])[CH:7]=1.Cl.[CH3:16][O:17][CH2:18][C:19](=[O:25])[CH2:20][C:21]([O:23][CH3:24])=[O:22].CC([O-])=O.[Na+]. The catalyst is O.CO. The product is [Br:5][C:6]1[C:12]([F:13])=[CH:11][C:9]([NH:10][N:1]=[C:20]([C:19](=[O:25])[CH2:18][O:17][CH3:16])[C:21]([O:23][CH3:24])=[O:22])=[C:8]([F:14])[CH:7]=1. The yield is 1.00.